From a dataset of NCI-60 drug combinations with 297,098 pairs across 59 cell lines. Regression. Given two drug SMILES strings and cell line genomic features, predict the synergy score measuring deviation from expected non-interaction effect. (1) Drug 1: CC1=CC2C(CCC3(C2CCC3(C(=O)C)OC(=O)C)C)C4(C1=CC(=O)CC4)C. Drug 2: CC1=C(C(=O)C2=C(C1=O)N3CC4C(C3(C2COC(=O)N)OC)N4)N. Cell line: SNB-19. Synergy scores: CSS=44.9, Synergy_ZIP=11.6, Synergy_Bliss=8.64, Synergy_Loewe=-20.1, Synergy_HSA=2.57. (2) Drug 1: CC(CN1CC(=O)NC(=O)C1)N2CC(=O)NC(=O)C2. Drug 2: CC1=C(C=C(C=C1)C(=O)NC2=CC(=CC(=C2)C(F)(F)F)N3C=C(N=C3)C)NC4=NC=CC(=N4)C5=CN=CC=C5. Cell line: PC-3. Synergy scores: CSS=9.21, Synergy_ZIP=-6.13, Synergy_Bliss=-8.47, Synergy_Loewe=-4.75, Synergy_HSA=-6.52. (3) Drug 1: C1CCN(CC1)CCOC2=CC=C(C=C2)C(=O)C3=C(SC4=C3C=CC(=C4)O)C5=CC=C(C=C5)O. Drug 2: C1CCC(C1)C(CC#N)N2C=C(C=N2)C3=C4C=CNC4=NC=N3. Cell line: SK-OV-3. Synergy scores: CSS=4.08, Synergy_ZIP=-1.11, Synergy_Bliss=1.49, Synergy_Loewe=0.0322, Synergy_HSA=0.899.